From a dataset of Catalyst prediction with 721,799 reactions and 888 catalyst types from USPTO. Predict which catalyst facilitates the given reaction. (1) Reactant: [F:1][C:2]1[C:7]([F:8])=[CH:6][C:5]([C:9]2[CH:14]=[CH:13][C:12]([O:15][CH2:16][CH:17]3[CH2:22][CH2:21][CH2:20][N:19]([C:23]([N:25]([CH2:27][C:28](O)=[O:29])[CH3:26])=[O:24])[CH2:18]3)=[CH:11][CH:10]=2)=[C:4]([O:31][CH3:32])[CH:3]=1.[N:33]12CCCN=C1CCCCC2.[CH3:44][S:45](N)(=[O:47])=[O:46].C(O)(=O)C. Product: [CH3:44][S:45]([C:28](=[O:29])[CH:27]([N:25]([CH3:26])[C:23]([N:19]1[CH2:20][CH2:21][CH2:22][CH:17]([CH2:16][O:15][C:12]2[CH:11]=[CH:10][C:9]([C:5]3[CH:6]=[C:7]([F:8])[C:2]([F:1])=[CH:3][C:4]=3[O:31][CH3:32])=[CH:14][CH:13]=2)[CH2:18]1)=[O:24])[NH2:33])(=[O:47])=[O:46]. The catalyst class is: 4. (2) Product: [CH2:1]([O:3][C:4]([C:6]1[N:7]=[C:8]2[CH:13]=[CH:12][C:11]([N:16]3[CH2:21][CH2:20][NH:19][CH2:18][CH2:17]3)=[N:10][N:9]2[CH:15]=1)=[O:5])[CH3:2]. The catalyst class is: 11. Reactant: [CH2:1]([O:3][C:4]([C:6]1[N:7]=[C:8]2[CH:13]=[CH:12][C:11](Cl)=[N:10][N:9]2[CH:15]=1)=[O:5])[CH3:2].[NH:16]1[CH2:21][CH2:20][NH:19][CH2:18][CH2:17]1.C(=O)([O-])[O-].[K+].[K+].